This data is from Full USPTO retrosynthesis dataset with 1.9M reactions from patents (1976-2016). The task is: Predict the reactants needed to synthesize the given product. (1) The reactants are: [CH3:1][O:2][C:3](=[O:19])[C:4]1[CH:9]=[C:8]([N:10]2[CH2:14][CH2:13][CH2:12][C:11]2=[O:15])[CH:7]=[C:6]([N+:16]([O-])=O)[CH:5]=1. Given the product [CH3:1][O:2][C:3](=[O:19])[C:4]1[CH:9]=[C:8]([N:10]2[CH2:14][CH2:13][CH2:12][C:11]2=[O:15])[CH:7]=[C:6]([NH2:16])[CH:5]=1, predict the reactants needed to synthesize it. (2) Given the product [CH2:25]([O:27][C:28](=[O:32])[CH:29]([NH:30][C:19]([C:18]1[CH:17]=[N:16][C:15]([O:14][CH2:13][C:3]2[C:4]([C:7]3[CH:8]=[CH:9][CH:10]=[CH:11][CH:12]=3)=[N:5][O:6][C:2]=2[CH3:1])=[CH:23][CH:22]=1)=[O:21])[CH3:31])[CH3:26], predict the reactants needed to synthesize it. The reactants are: [CH3:1][C:2]1[O:6][N:5]=[C:4]([C:7]2[CH:12]=[CH:11][CH:10]=[CH:9][CH:8]=2)[C:3]=1[CH2:13][O:14][C:15]1[CH:23]=[CH:22][C:18]([C:19]([OH:21])=O)=[CH:17][N:16]=1.Cl.[CH2:25]([O:27][C:28](=[O:32])[CH:29]([CH3:31])[NH2:30])[CH3:26]. (3) Given the product [CH:29]([NH:28][C:27]([N:23]1[CH2:24][CH:25]([OH:26])[CH:19]2[N:18]([C:16](=[O:17])[CH:11]([NH2:10])[C:12]([CH3:15])([CH3:14])[CH3:13])[CH2:22][CH2:21][CH:20]12)=[O:32])([CH3:31])[CH3:30], predict the reactants needed to synthesize it. The reactants are: C(OC(=O)[NH:10][CH:11]([C:16]([N:18]1[CH2:22][CH2:21][CH:20]2[N:23]([C:27](=[O:32])[NH:28][CH:29]([CH3:31])[CH3:30])[CH2:24][CH:25]([OH:26])[CH:19]12)=[O:17])[C:12]([CH3:15])([CH3:14])[CH3:13])C1C=CC=CC=1. (4) Given the product [Cl:1][C:2]1[CH:3]=[C:4]([CH:6]=[CH:7][C:8]=1[Cl:9])[NH:5][CH:20]1[CH2:21][CH2:22][N:17]([C:15]([O:14][C:10]([CH3:13])([CH3:12])[CH3:11])=[O:16])[CH2:18][CH2:19]1, predict the reactants needed to synthesize it. The reactants are: [Cl:1][C:2]1[CH:3]=[C:4]([CH:6]=[CH:7][C:8]=1[Cl:9])[NH2:5].[C:10]([O:14][C:15]([N:17]1[CH2:22][CH2:21][C:20](=O)[CH2:19][CH2:18]1)=[O:16])([CH3:13])([CH3:12])[CH3:11].C(O[BH-](OC(=O)C)OC(=O)C)(=O)C.[Na+].[OH-].[Na+]. (5) Given the product [C:5]1([CH3:4])[CH:6]=[CH:7][C:8]([N:52]2[CH2:57][CH2:56][O:55][CH2:54][CH2:53]2)=[CH:9][CH:10]=1, predict the reactants needed to synthesize it. The reactants are: C([O-])(=O)CC[CH2:4][CH2:5][CH2:6][CH2:7][CH2:8][CH2:9][CH3:10].C([P+](CCCCCC)(CCCCCC)[CH2:4][CH2:5][CH2:6][CH2:7][CH2:8][CH2:9][CH2:10][CH2:4][CH2:5][CH2:6][CH2:7][CH2:8][CH2:9][CH3:10])CCCCC.CC(C)([O-])C.[K+].[NH:52]1[CH2:57][CH2:56][O:55][CH2:54][CH2:53]1.ClC1C=CC(C)=CC=1. (6) Given the product [C:1]([N:5]([S:6]([C:9]1[CH:10]=[CH:11][C:12]([F:15])=[CH:13][CH:14]=1)(=[O:7])=[O:8])[CH2:16][C:17]([NH:34][CH2:35][C:36]1[CH:41]=[C:40]([C:42]2[CH:43]=[CH:44][C:45]([C:48]([F:51])([F:50])[F:49])=[CH:46][CH:47]=2)[N:39]=[CH:38][N:37]=1)=[O:18])([CH3:4])([CH3:3])[CH3:2], predict the reactants needed to synthesize it. The reactants are: [C:1]([N:5]([CH2:16][C:17](O)=[O:18])[S:6]([C:9]1[CH:14]=[CH:13][C:12]([F:15])=[CH:11][CH:10]=1)(=[O:8])=[O:7])([CH3:4])([CH3:3])[CH3:2].FC1C=CC(S(N(C)CC([NH:34][CH2:35][C:36]2[CH:41]=[C:40]([C:42]3[CH:47]=[CH:46][C:45]([C:48]([F:51])([F:50])[F:49])=[CH:44][CH:43]=3)[N:39]=[CH:38][N:37]=2)=O)(=O)=O)=CC=1.O.ON1C2C=CC=CC=2N=N1.C(N(CC)C(C)C)(C)C.CN(C(ON1N=NC2C=CC=CC1=2)=[N+](C)C)C.F[P-](F)(F)(F)(F)F. (7) Given the product [ClH:15].[CH3:3][C:2]([NH2:14])([C:4]1[CH:9]=[CH:8][CH:7]=[C:6]([C:10]([F:12])([F:13])[F:11])[N:5]=1)[CH3:1], predict the reactants needed to synthesize it. The reactants are: [CH3:1][C:2]([NH2:14])([C:4]1[CH:9]=[CH:8][CH:7]=[C:6]([C:10]([F:13])([F:12])[F:11])[N:5]=1)[CH3:3].[ClH:15]. (8) Given the product [CH3:1][O:2][C:3]1[CH:4]=[C:5]([S:9]([N:12]2[CH2:16][CH:15]([C:17]([N:38]3[CH2:39][CH2:40][CH:35]([C:30]4[CH:31]=[CH:32][CH:33]=[CH:34][C:29]=4[O:28][CH3:27])[CH2:36][CH2:37]3)=[O:18])[N:14]([C:20]3[CH:25]=[CH:24][CH:23]=[CH:22][CH:21]=3)[C:13]2=[O:26])(=[O:10])=[O:11])[CH:6]=[CH:7][CH:8]=1, predict the reactants needed to synthesize it. The reactants are: [CH3:1][O:2][C:3]1[CH:4]=[C:5]([S:9]([N:12]2[CH2:16][CH:15]([C:17](O)=[O:18])[N:14]([C:20]3[CH:25]=[CH:24][CH:23]=[CH:22][CH:21]=3)[C:13]2=[O:26])(=[O:11])=[O:10])[CH:6]=[CH:7][CH:8]=1.[CH3:27][O:28][C:29]1[CH:34]=[CH:33][CH:32]=[CH:31][C:30]=1[CH:35]1[CH2:40][CH2:39][NH:38][CH2:37][CH2:36]1. (9) Given the product [CH2:1]([C@@H:3]1[CH2:7][O:6][C:5]([C:8]2[NH:9][C:10]([C:13]3[CH:18]=[C:17]([OH:19])[CH:16]=[C:15]([O:30][C@@H:31]([CH3:35])[CH2:32][O:33][CH3:34])[CH:14]=3)=[CH:11][CH:12]=2)=[N:4]1)[CH3:2], predict the reactants needed to synthesize it. The reactants are: [CH2:1]([C@@H:3]1[CH2:7][O:6][C:5]([C:8]2[NH:9][C:10]([C:13]3[CH:18]=[C:17]([O:19][Si](C(C)C)(C(C)C)C(C)C)[CH:16]=[C:15]([O:30][C@@H:31]([CH3:35])[CH2:32][O:33][CH3:34])[CH:14]=3)=[CH:11][CH:12]=2)=[N:4]1)[CH3:2].[F-].C([N+](CCCC)(CCCC)CCCC)CCC.[Cl-].[NH4+].